This data is from Forward reaction prediction with 1.9M reactions from USPTO patents (1976-2016). The task is: Predict the product of the given reaction. (1) Given the reactants [CH3:1][C:2]1[CH:3]=[C:4]([NH:9][C:10]([C:12]2[CH:37]=[CH:36][C:15]3[N:16]=[C:17]([C:19]4[C:24]([CH3:25])=[CH:23][C:22]([O:26][CH2:27][C@@H:28]5[CH2:32][O:31]C(C)(C)[O:29]5)=[CH:21][C:20]=4[CH3:35])[NH:18][C:14]=3[CH:13]=2)=[O:11])[CH:5]=[CH:6][C:7]=1[CH3:8].Cl.[OH-].[Na+].O, predict the reaction product. The product is: [CH3:1][C:2]1[CH:3]=[C:4]([NH:9][C:10]([C:12]2[CH:37]=[CH:36][C:15]3[N:16]=[C:17]([C:19]4[C:20]([CH3:35])=[CH:21][C:22]([O:26][CH2:27][C@@H:28]([OH:29])[CH2:32][OH:31])=[CH:23][C:24]=4[CH3:25])[NH:18][C:14]=3[CH:13]=2)=[O:11])[CH:5]=[CH:6][C:7]=1[CH3:8]. (2) Given the reactants [Cl:1][C:2]1[C:7]([Cl:8])=[CH:6][C:5]([Cl:9])=[CH:4][C:3]=1B(O)O.[NH2:13][C:14]1[C:19](Br)=[N:18][CH:17]=[C:16]([Cl:21])[N:15]=1.C(=O)([O-])[O-].[Na+].[Na+], predict the reaction product. The product is: [NH2:13][C:14]1[C:19]([C:3]2[CH:4]=[C:5]([Cl:9])[CH:6]=[C:7]([Cl:8])[C:2]=2[Cl:1])=[N:18][CH:17]=[C:16]([Cl:21])[N:15]=1. (3) Given the reactants [BH4-].[Na+].C(O)(=O)C(O)=O.[C:9]([CH2:11][C:12]1[CH:17]=[C:16]([O:18][CH3:19])[C:15]([O:20][CH3:21])=[CH:14][C:13]=1[CH2:22][CH2:23][NH:24][CH2:25][CH2:26][C:27](OCC)=[O:28])#[N:10].CO.Cl, predict the reaction product. The product is: [OH:28][CH2:27][CH2:26][CH2:25][NH:24][CH2:23][CH2:22][C:13]1[CH:14]=[C:15]([O:20][CH3:21])[C:16]([O:18][CH3:19])=[CH:17][C:12]=1[CH2:11][C:9]#[N:10]. (4) The product is: [CH3:18][C:14]1[CH:15]=[C:16]([CH3:17])[N:12]([C@H:9]2[CH2:10][CH2:11][C@H:6]([C:4]([OH:5])=[O:3])[CH2:7][CH2:8]2)[N:13]=1. Given the reactants C([O:3][C:4]([C@H:6]1[CH2:11][CH2:10][C@H:9]([N:12]2[C:16]([CH3:17])=[CH:15][C:14]([CH3:18])=[N:13]2)[CH2:8][CH2:7]1)=[O:5])C.[OH-].[Na+].Cl, predict the reaction product. (5) The product is: [CH3:11][O:12][C:13]1[CH:14]=[CH:15][C:16]([C:19]2[CH:20]=[CH:21][C:22]([S:25]([NH:28][CH:29]([CH2:34][CH:35]([OH:37])[CH2:36][S:1][C:2]3[O:3][C:4]4[CH:10]=[CH:9][CH:8]=[CH:7][C:5]=4[N:6]=3)[C:30]([OH:32])=[O:31])(=[O:26])=[O:27])=[CH:23][CH:24]=2)=[CH:17][CH:18]=1. Given the reactants [SH:1][C:2]1[O:3][C:4]2[CH:10]=[CH:9][CH:8]=[CH:7][C:5]=2[N:6]=1.[CH3:11][O:12][C:13]1[CH:18]=[CH:17][C:16]([C:19]2[CH:24]=[CH:23][C:22]([S:25]([NH:28][CH:29]([CH2:34][CH:35]3[O:37][CH2:36]3)[C:30]([O:32]C)=[O:31])(=[O:27])=[O:26])=[CH:21][CH:20]=2)=[CH:15][CH:14]=1, predict the reaction product. (6) Given the reactants [CH3:1][O:2][C:3]1[C:8]([NH:9][C:10](=[O:16])[O:11][C:12]([CH3:15])([CH3:14])[CH3:13])=[CH:7][CH:6]=[CH:5][N:4]=1.CN(C)CCN(C)C.CCCCCC.C([Li])CCC.[CH2:36](Br)[C:37]1[CH:42]=[CH:41][CH:40]=[CH:39][CH:38]=1.C(=O)([O-])O.[Na+], predict the reaction product. The product is: [CH2:36]([C:7]1[CH:6]=[CH:5][N:4]=[C:3]([O:2][CH3:1])[C:8]=1[NH:9][C:10](=[O:16])[O:11][C:12]([CH3:13])([CH3:15])[CH3:14])[C:37]1[CH:42]=[CH:41][CH:40]=[CH:39][CH:38]=1. (7) Given the reactants Br[C:2]1[S:10][C:9]2[CH2:8][CH2:7][O:6][CH:5]([CH2:11][NH:12][C:13](=[O:19])[O:14][C:15]([CH3:18])([CH3:17])[CH3:16])[C:4]=2[CH:3]=1.[N:20]1[CH:25]=[CH:24][CH:23]=[C:22](B(O)O)[CH:21]=1.C1C=CC(P(C2C=CC=CC=2)C2C=CC=CC=2)=CC=1, predict the reaction product. The product is: [N:20]1[CH:25]=[CH:24][CH:23]=[C:22]([C:2]2[S:10][C:9]3[CH2:8][CH2:7][O:6][CH:5]([CH2:11][NH:12][C:13](=[O:19])[O:14][C:15]([CH3:18])([CH3:17])[CH3:16])[C:4]=3[CH:3]=2)[CH:21]=1. (8) Given the reactants [CH3:1][C@H:2]1[N:7]2[C:8]3[N:14]=[C:13]([C:15]([OH:17])=O)[CH:12]=[CH:11][C:9]=3[CH:10]=[C:6]2[C:5](=[O:18])[NH:4][CH2:3]1.[CH:19]1[CH:20]=C[C:22]2[N:27](O)N=[N:25][C:23]=2[CH:24]=1.Cl.C(N=C=NCCCN(C)C)C.NC1C=NC=CC=1, predict the reaction product. The product is: [CH3:1][CH:2]1[N:7]2[C:8]3[N:14]=[C:13]([C:15]([NH:25][C:23]4[CH:22]=[N:27][CH:20]=[CH:19][CH:24]=4)=[O:17])[CH:12]=[CH:11][C:9]=3[CH:10]=[C:6]2[C:5](=[O:18])[NH:4][CH2:3]1. (9) Given the reactants [CH3:1][O:2][C:3](=[O:26])[C:4]1[CH:9]=[C:8](I)[CH:7]=[N:6][C:5]=1[O:11][C:12]1[CH:17]=[CH:16][C:15]([O:18][C:19]2[CH:24]=[CH:23][CH:22]=[C:21]([F:25])[CH:20]=2)=[CH:14][CH:13]=1.[C:27]([O:31][C:32]([N:34]1[CH2:39][CH2:38][CH2:37][CH:36]([NH2:40])[CH2:35]1)=[O:33])([CH3:30])([CH3:29])[CH3:28].C(=O)([O-])[O-].[Cs+].[Cs+], predict the reaction product. The product is: [CH3:1][O:2][C:3](=[O:26])[C:4]1[CH:9]=[C:8]([NH:40][CH:36]2[CH2:37][CH2:38][CH2:39][N:34]([C:32]([O:31][C:27]([CH3:30])([CH3:29])[CH3:28])=[O:33])[CH2:35]2)[CH:7]=[N:6][C:5]=1[O:11][C:12]1[CH:17]=[CH:16][C:15]([O:18][C:19]2[CH:24]=[CH:23][CH:22]=[C:21]([F:25])[CH:20]=2)=[CH:14][CH:13]=1. (10) Given the reactants F[C:2]1[N:7]2[CH:8]=[C:9]([CH2:11][N:12]3[C@H:25]4[C@H:16]([CH2:17][CH2:18][C:19]5[C:24]4=[N:23][CH:22]=[CH:21][CH:20]=5)[CH2:15][CH2:14][CH2:13]3)[N:10]=[C:6]2[CH:5]=[CH:4][CH:3]=1.[NH2:26][C@@H:27]1[CH2:32][CH2:31][CH2:30][CH2:29][N:28]1[C:33]([O:35][C:36]([CH3:39])([CH3:38])[CH3:37])=[O:34], predict the reaction product. The product is: [N:12]1([CH2:11][C:9]2[N:10]=[C:6]3[CH:5]=[CH:4][CH:3]=[C:2]([NH:26][C@@H:27]4[CH2:32][CH2:31][CH2:30][CH2:29][N:28]4[C:33]([O:35][C:36]([CH3:39])([CH3:38])[CH3:37])=[O:34])[N:7]3[CH:8]=2)[C@H:25]2[C@H:16]([CH2:17][CH2:18][C:19]3[C:24]2=[N:23][CH:22]=[CH:21][CH:20]=3)[CH2:15][CH2:14][CH2:13]1.